This data is from Forward reaction prediction with 1.9M reactions from USPTO patents (1976-2016). The task is: Predict the product of the given reaction. The product is: [CH2:1]([S:8][C:9]1[CH:18]=[C:17]2[C:12]([C:13]([Br:35])=[C:14]([Br:19])[CH:15]=[N:16]2)=[CH:11][CH:10]=1)[C:2]1[CH:7]=[CH:6][CH:5]=[CH:4][CH:3]=1. Given the reactants [CH2:1]([S:8][C:9]1[CH:18]=[C:17]2[C:12]([C:13](=O)[C:14]([Br:19])=[CH:15][NH:16]2)=[CH:11][CH:10]=1)[C:2]1[CH:7]=[CH:6][CH:5]=[CH:4][CH:3]=1.C(#N)C.CCN(C(C)C)C(C)C.P(Br)(Br)([Br:35])=O, predict the reaction product.